From a dataset of NCI-60 drug combinations with 297,098 pairs across 59 cell lines. Regression. Given two drug SMILES strings and cell line genomic features, predict the synergy score measuring deviation from expected non-interaction effect. (1) Drug 1: COC1=C(C=C2C(=C1)N=CN=C2NC3=CC(=C(C=C3)F)Cl)OCCCN4CCOCC4. Drug 2: COC1=CC(=CC(=C1O)OC)C2C3C(COC3=O)C(C4=CC5=C(C=C24)OCO5)OC6C(C(C7C(O6)COC(O7)C8=CC=CS8)O)O. Cell line: DU-145. Synergy scores: CSS=54.8, Synergy_ZIP=-3.23, Synergy_Bliss=-4.49, Synergy_Loewe=-1.67, Synergy_HSA=0.955. (2) Drug 1: CCN(CC)CCNC(=O)C1=C(NC(=C1C)C=C2C3=C(C=CC(=C3)F)NC2=O)C. Drug 2: CNC(=O)C1=NC=CC(=C1)OC2=CC=C(C=C2)NC(=O)NC3=CC(=C(C=C3)Cl)C(F)(F)F. Cell line: SK-MEL-2. Synergy scores: CSS=1.83, Synergy_ZIP=-1.25, Synergy_Bliss=-2.41, Synergy_Loewe=-6.31, Synergy_HSA=-5.47. (3) Drug 1: CNC(=O)C1=CC=CC=C1SC2=CC3=C(C=C2)C(=NN3)C=CC4=CC=CC=N4. Drug 2: CC(C)CN1C=NC2=C1C3=CC=CC=C3N=C2N. Cell line: UACC62. Synergy scores: CSS=-5.09, Synergy_ZIP=-0.148, Synergy_Bliss=-5.10, Synergy_Loewe=-8.78, Synergy_HSA=-7.33.